Dataset: Full USPTO retrosynthesis dataset with 1.9M reactions from patents (1976-2016). Task: Predict the reactants needed to synthesize the given product. Given the product [F:1][C:2]1[CH:11]=[C:10]2[C:5]([CH:6]=[CH:7][C:8]([CH3:12])=[N:9]2)=[C:4]([N:13]2[CH2:14][CH2:15][N:16]([CH2:19][CH:20]([C:22]3[CH:23]=[CH:24][C:25]4[O:30][CH2:29][C:28](=[O:31])[NH:27][C:26]=4[CH:32]=3)[OH:21])[CH2:17][CH2:18]2)[CH:3]=1, predict the reactants needed to synthesize it. The reactants are: [F:1][C:2]1[CH:11]=[C:10]2[C:5]([CH:6]=[CH:7][C:8]([CH3:12])=[N:9]2)=[C:4]([N:13]2[CH2:18][CH2:17][N:16]([CH2:19][C:20]([C:22]3[CH:23]=[CH:24][C:25]4[O:30][CH2:29][C:28](=[O:31])[NH:27][C:26]=4[CH:32]=3)=[O:21])[CH2:15][CH2:14]2)[CH:3]=1.[BH4-].[Na+].